This data is from Full USPTO retrosynthesis dataset with 1.9M reactions from patents (1976-2016). The task is: Predict the reactants needed to synthesize the given product. (1) The reactants are: Br[CH2:2][C:3]1[CH:4]=[C:5]([CH:10]=[CH:11][C:12]=1[O:13][CH3:14])[C:6]([O:8][CH3:9])=[O:7].[C-:15]#[N:16].[K+]. Given the product [C:15]([CH2:2][C:3]1[CH:4]=[C:5]([CH:10]=[CH:11][C:12]=1[O:13][CH3:14])[C:6]([O:8][CH3:9])=[O:7])#[N:16], predict the reactants needed to synthesize it. (2) Given the product [Br:37][C:38]1[CH:45]=[CH:44][C:41]([CH2:42][O:1][C:2]2[CH:7]=[CH:6][CH:5]=[CH:4][C:3]=2[C:8]2[N:13]=[C:12]([N:14]3[C:18]([C:19]([F:25])([F:24])[C:20]([F:23])([F:21])[F:22])=[C:17]([C:26]([O:28][CH2:29][CH3:30])=[O:27])[CH:16]=[N:15]3)[CH:11]=[CH:10][CH:9]=2)=[CH:40][CH:39]=1, predict the reactants needed to synthesize it. The reactants are: [OH:1][C:2]1[CH:7]=[CH:6][CH:5]=[CH:4][C:3]=1[C:8]1[N:13]=[C:12]([N:14]2[C:18]([C:19]([F:25])([F:24])[C:20]([F:23])([F:22])[F:21])=[C:17]([C:26]([O:28][CH2:29][CH3:30])=[O:27])[CH:16]=[N:15]2)[CH:11]=[CH:10][CH:9]=1.C(=O)([O-])[O-].[Cs+].[Cs+].[Br:37][C:38]1[CH:45]=[CH:44][C:41]([CH2:42]Br)=[CH:40][CH:39]=1.CN(C=O)C. (3) Given the product [Cl:14][C:15]1[CH:31]=[C:30]([Cl:32])[CH:29]=[CH:28][C:16]=1[CH2:17][NH:18][C:19](=[O:27])[C:20]1[CH:25]=[CH:24][C:23]([O:11][C:6]2[CH:7]=[CH:8][CH:9]=[CH:10][C:5]=2[S:2]([CH3:1])(=[O:3])=[O:4])=[N:22][CH:21]=1, predict the reactants needed to synthesize it. The reactants are: [CH3:1][S:2]([C:5]1[CH:10]=[CH:9][CH:8]=[CH:7][C:6]=1[OH:11])(=[O:4])=[O:3].[H-].[Na+].[Cl:14][C:15]1[CH:31]=[C:30]([Cl:32])[CH:29]=[CH:28][C:16]=1[CH2:17][NH:18][C:19](=[O:27])[C:20]1[CH:25]=[CH:24][C:23](F)=[N:22][CH:21]=1. (4) Given the product [C:19]1([S:25]([OH:28])(=[O:27])=[O:26])[CH:24]=[CH:23][CH:22]=[CH:21][CH:20]=1.[F:1][C@@H:2]1[CH2:6][N:5]([C:7](=[O:15])[CH2:8][NH:9][C:10]([CH3:14])([CH3:13])[CH2:11][OH:12])[C@H:4]([C:16]#[N:17])[CH2:3]1, predict the reactants needed to synthesize it. The reactants are: [F:1][C@@H:2]1[CH2:6][N:5]([C:7](=[O:15])[CH2:8][NH:9][C:10]([CH3:14])([CH3:13])[CH2:11][OH:12])[C@H:4]([C:16]#[N:17])[CH2:3]1.O.[C:19]1([S:25]([OH:28])(=[O:27])=[O:26])[CH:24]=[CH:23][CH:22]=[CH:21][CH:20]=1.C(OC(C)C)(C)C. (5) Given the product [CH:20]1[C:21]2=[C:22]3[C:26]([CH:27]=[CH:28][C:29]2=[N:12][C:15]=1[C:16]([O:18][CH3:19])=[O:17])=[N:25][CH:24]=[CH:23]3, predict the reactants needed to synthesize it. The reactants are: N1C2C=CC=C(C=O)C=2C=C1.[N:12]([C:15](=[CH:20][C:21]1[CH:29]=[CH:28][CH:27]=[C:26]2[C:22]=1[CH:23]=[CH:24][NH:25]2)[C:16]([O:18][CH3:19])=[O:17])=[N+]=[N-].CN(C(ON1N=NC2C=CC=NC1=2)=[N+](C)C)C.F[P-](F)(F)(F)(F)F.CCN(C(C)C)C(C)C. (6) Given the product [Cl:20][CH2:21][CH2:22][CH2:23][S:24]([NH:10][CH2:9][C:7]1[CH:6]=[CH:5][N:4]=[C:3]([Cl:2])[N:8]=1)(=[O:26])=[O:25], predict the reactants needed to synthesize it. The reactants are: Cl.[Cl:2][C:3]1[N:8]=[C:7]([CH2:9][NH2:10])[CH:6]=[CH:5][N:4]=1.CCN(C(C)C)C(C)C.[Cl:20][CH2:21][CH2:22][CH2:23][S:24](Cl)(=[O:26])=[O:25].O. (7) The reactants are: [NH2:1][C:2]1[N:7]=[CH:6][N:5]=[C:4]2[N:8]([CH2:25][CH:26]3[CH2:29][CH2:28][N:27]3[C:30](=[O:34])[CH2:31][C:32]#[N:33])[N:9]=[C:10]([C:11]3[CH:16]=[CH:15][C:14]([O:17][C:18]4[CH:23]=[CH:22][CH:21]=[CH:20][CH:19]=4)=[CH:13][C:12]=3[F:24])[C:3]=12.[CH3:35][C:36]([N:40]1[CH2:45][CH2:44][O:43][CH2:42][CH2:41]1)([CH3:39])[CH:37]=O.[Si](Cl)(C)(C)C. Given the product [NH2:1][C:2]1[N:7]=[CH:6][N:5]=[C:4]2[N:8]([CH2:25][CH:26]3[CH2:29][CH2:28][N:27]3[C:30]([C:31](=[CH:35][C:36]([CH3:39])([N:40]3[CH2:45][CH2:44][O:43][CH2:42][CH2:41]3)[CH3:37])[C:32]#[N:33])=[O:34])[N:9]=[C:10]([C:11]3[CH:16]=[CH:15][C:14]([O:17][C:18]4[CH:19]=[CH:20][CH:21]=[CH:22][CH:23]=4)=[CH:13][C:12]=3[F:24])[C:3]=12, predict the reactants needed to synthesize it.